This data is from Catalyst prediction with 721,799 reactions and 888 catalyst types from USPTO. The task is: Predict which catalyst facilitates the given reaction. (1) Reactant: [I:1][C@H:2]1[C@H:8]2[CH2:9][C@H:5]([C:6](=[O:10])[O:7]2)[CH2:4][CH2:3]1.[O:11]1CCCC1. Product: [OH:7][C@H:8]1[C@H:2]([I:1])[CH2:3][CH2:4][C@@H:5]([C:6]([OH:10])=[O:11])[CH2:9]1. The catalyst class is: 223. (2) Reactant: [NH2:1][C:2]1[CH:3]=[C:4]2[C:8](=[CH:9][CH:10]=1)[NH:7][N:6]=[CH:5]2.C1C=CC2N(O)N=NC=2C=1.[Cl:21][C:22]1[CH:23]=[C:24]([CH2:28][C:29](O)=[O:30])[CH:25]=[CH:26][CH:27]=1.CN1CCOCC1.CCN=C=NCCCN(C)C.Cl. Product: [Cl:21][C:22]1[CH:23]=[C:24]([CH2:28][C:29]([NH:1][C:2]2[CH:3]=[C:4]3[C:8](=[CH:9][CH:10]=2)[NH:7][N:6]=[CH:5]3)=[O:30])[CH:25]=[CH:26][CH:27]=1. The catalyst class is: 3. (3) Reactant: C(OC([N:8]1[CH2:13][CH2:12][CH:11]([O:14][C:15]2[CH:16]=[CH:17][C:18]3[CH2:22][O:21][B:20]([OH:23])[C:19]=3[CH:24]=2)[CH2:10][CH2:9]1)=O)(C)(C)C.Cl.CCOCC. Product: [NH:8]1[CH2:9][CH2:10][CH:11]([O:14][C:15]2[CH:16]=[CH:17][C:18]3[CH2:22][O:21][B:20]([OH:23])[C:19]=3[CH:24]=2)[CH2:12][CH2:13]1. The catalyst class is: 5. (4) Reactant: [N:1]([CH:4]1[CH2:9][CH2:8][CH:7]([O:10][Si:11]([C:14]([CH3:17])([CH3:16])[CH3:15])([CH3:13])[CH3:12])[CH:6]([F:18])[CH2:5]1)=[N+]=[N-]. Product: [Si:11]([O:10][CH:7]1[CH2:8][CH2:9][CH:4]([NH2:1])[CH2:5][CH:6]1[F:18])([C:14]([CH3:17])([CH3:16])[CH3:15])([CH3:13])[CH3:12]. The catalyst class is: 19. (5) Reactant: Cl[C:2]1[C:7]([CH:8]([CH2:13][CH2:14][CH3:15])[C:9]([O:11][CH3:12])=[O:10])=[C:6]([CH3:16])[N:5]=[C:4]([C:17]2[CH:22]=[CH:21][CH:20]=[CH:19][CH:18]=2)[N:3]=1.C(N(CC)C(C)C)(C)C.[CH3:32][N:33]1[C:41]2[C:36](=[CH:37][C:38](B3OC(C)(C)C(C)(C)O3)=[CH:39][CH:40]=2)[CH:35]=[CH:34]1. Product: [CH3:16][C:6]1[C:7]([CH:8]([CH2:13][CH2:14][CH3:15])[C:9]([O:11][CH3:12])=[O:10])=[C:2]([C:38]2[CH:37]=[C:36]3[C:41](=[CH:40][CH:39]=2)[N:33]([CH3:32])[CH:34]=[CH:35]3)[N:3]=[C:4]([C:17]2[CH:22]=[CH:21][CH:20]=[CH:19][CH:18]=2)[N:5]=1. The catalyst class is: 659. (6) Reactant: Cl[C:2]1[N:7]=[CH:6][N:5]=[C:4]([NH:8][C:9]2[CH:17]=[C:16]3[C:12]([C:13]([CH3:20])([CH3:19])[C:14](=[O:18])[NH:15]3)=[CH:11][CH:10]=2)[N:3]=1.[F:21][C@H:22]1[C@@H:27]([O:28][C:29]2[CH:36]=[CH:35][C:34](B3OC(C)(C)C(C)(C)O3)=[CH:33][C:30]=2[C:31]#[N:32])[CH2:26][CH2:25][N:24]([C:46](=[O:50])[C@@H:47]([OH:49])[CH3:48])[CH2:23]1.C(=O)([O-])[O-].[Na+].[Na+]. Product: [CH3:19][C:13]1([CH3:20])[C:12]2[C:16](=[CH:17][C:9]([NH:8][C:4]3[N:5]=[CH:6][N:7]=[C:2]([C:34]4[CH:35]=[CH:36][C:29]([O:28][C@H:27]5[CH2:26][CH2:25][N:24]([C:46](=[O:50])[C@@H:47]([OH:49])[CH3:48])[CH2:23][C@H:22]5[F:21])=[C:30]([CH:33]=4)[C:31]#[N:32])[N:3]=3)=[CH:10][CH:11]=2)[NH:15][C:14]1=[O:18]. The catalyst class is: 104. (7) Reactant: F[C:2]1[CH:7]=[CH:6][C:5]([N+:8]([O-:10])=[O:9])=[CH:4][N:3]=1.[NH:11]1[CH:15]=[N:14][CH:13]=[N:12]1.C(=O)([O-])[O-].[Cs+].[Cs+].O. Product: [N+:8]([C:5]1[CH:6]=[CH:7][C:2]([N:11]2[CH:15]=[N:14][CH:13]=[N:12]2)=[N:3][CH:4]=1)([O-:10])=[O:9]. The catalyst class is: 3. (8) Reactant: FC(F)(F)C(O)=O.[Cl:8][C:9]1[C:10]([F:40])=[C:11]([CH:15]2[C:19]([C:22]3[CH:27]=[CH:26][C:25]([Cl:28])=[CH:24][C:23]=3[F:29])([C:20]#[N:21])[CH:18]([CH2:30][C:31]([CH3:36])([CH3:35])[CH2:32][O:33][CH3:34])[NH:17][CH:16]2[C:37](O)=[O:38])[CH:12]=[CH:13][CH:14]=1.CC1(C)[O:46][C@@H:45]([CH2:47][CH2:48][NH2:49])[CH2:44][O:43]1.CN(C(ON1N=NC2C=CC=NC1=2)=[N+](C)C)C.F[P-](F)(F)(F)(F)F.CCN(C(C)C)C(C)C.Cl. Product: [OH:46][C@H:45]([CH2:44][OH:43])[CH2:47][CH2:48][NH:49][C:37]([CH:16]1[CH:15]([C:11]2[CH:12]=[CH:13][CH:14]=[C:9]([Cl:8])[C:10]=2[F:40])[C:19]([C:22]2[CH:27]=[CH:26][C:25]([Cl:28])=[CH:24][C:23]=2[F:29])([C:20]#[N:21])[CH:18]([CH2:30][C:31]([CH3:36])([CH3:35])[CH2:32][O:33][CH3:34])[NH:17]1)=[O:38]. The catalyst class is: 539.